This data is from Forward reaction prediction with 1.9M reactions from USPTO patents (1976-2016). The task is: Predict the product of the given reaction. (1) Given the reactants [Si:1]([O:8][C@H:9]1[CH2:14][CH2:13][C@H:12]([CH2:15][CH:16]([N:24]2[CH:29]=[C:28]([O:30][CH3:31])[C:27]([C:32]3[CH:37]=[C:36]([Cl:38])[CH:35]=[CH:34][C:33]=3[C:39]#[N:40])=[CH:26][C:25]2=[O:41])[C:17]([O:19]C(C)(C)C)=[O:18])[CH2:11][CH2:10]1)([C:4]([CH3:7])([CH3:6])[CH3:5])([CH3:3])[CH3:2].C(O)C.O.[OH-].[Li+].Cl, predict the reaction product. The product is: [Si:1]([O:8][C@H:9]1[CH2:10][CH2:11][C@H:12]([CH2:15][CH:16]([N:24]2[CH:29]=[C:28]([O:30][CH3:31])[C:27]([C:32]3[CH:37]=[C:36]([Cl:38])[CH:35]=[CH:34][C:33]=3[C:39]#[N:40])=[CH:26][C:25]2=[O:41])[C:17]([OH:19])=[O:18])[CH2:13][CH2:14]1)([C:4]([CH3:7])([CH3:6])[CH3:5])([CH3:3])[CH3:2]. (2) Given the reactants Cl[C:2]1[CH:7]=[C:6]([Cl:8])[N:5]=[CH:4][N:3]=1.[SH:9][C:10]1[CH:19]=[C:18]([CH3:20])[C:13]2[NH:14][C:15](=[O:17])[O:16][C:12]=2[CH:11]=1.CCN(C(C)C)C(C)C, predict the reaction product. The product is: [Cl:8][C:6]1[N:5]=[CH:4][N:3]=[C:2]([S:9][C:10]2[CH:19]=[C:18]([CH3:20])[C:13]3[NH:14][C:15](=[O:17])[O:16][C:12]=3[CH:11]=2)[CH:7]=1. (3) Given the reactants [C:1]([C:9]1[C:10]([O:19][CH:20]([CH3:28])[CH2:21][CH2:22]OS(C)(=O)=O)=[CH:11][C:12]2[C:17]([CH:18]=1)=[CH:16][CH:15]=[CH:14][CH:13]=2)(=[O:8])[C:2]1[CH:7]=[CH:6][CH:5]=[CH:4][CH:3]=1.C([O:31][C:32](=[O:43])[CH2:33][S:34][C:35]1[CH:40]=[CH:39][C:38]([OH:41])=[CH:37][C:36]=1[CH3:42])C, predict the reaction product. The product is: [C:1]([C:9]1[C:10]([O:19][CH:20]([CH3:28])[CH2:21][CH2:22][O:41][C:38]2[CH:39]=[CH:40][C:35]([S:34][CH2:33][C:32]([OH:31])=[O:43])=[C:36]([CH3:42])[CH:37]=2)=[CH:11][C:12]2[C:17]([CH:18]=1)=[CH:16][CH:15]=[CH:14][CH:13]=2)(=[O:8])[C:2]1[CH:7]=[CH:6][CH:5]=[CH:4][CH:3]=1. (4) Given the reactants [F:1][C:2]1[C:3]([O:24][CH3:25])=[C:4]([C:8]([CH3:23])([CH3:22])[CH2:9][C:10]([C:18]([F:21])([F:20])[F:19])([O:13][Si](C)(C)C)[CH2:11][OH:12])[CH:5]=[CH:6][CH:7]=1.[N+](CCCC)(CCCC)(CCCC)CCCC.[F-].O.O.O.O, predict the reaction product. The product is: [F:1][C:2]1[C:3]([O:24][CH3:25])=[C:4]([C:8]([CH3:23])([CH3:22])[CH2:9][C:10]([OH:13])([C:18]([F:21])([F:20])[F:19])[CH2:11][OH:12])[CH:5]=[CH:6][CH:7]=1.